This data is from Catalyst prediction with 721,799 reactions and 888 catalyst types from USPTO. The task is: Predict which catalyst facilitates the given reaction. (1) Reactant: [H-].[Na+].[C:3]([O:7][C:8](=[O:26])[NH:9][C@@H:10]([CH3:25])[CH2:11][C:12]1[C:20]2[CH:19]=[C:18]([OH:21])[CH:17]=[CH:16][C:15]=2[N:14]2[CH2:22][CH2:23][CH2:24][C:13]=12)([CH3:6])([CH3:5])[CH3:4].[CH3:27][O:28][C:29](=[O:32])[CH2:30]Br.O. Product: [CH3:27][O:28][C:29](=[O:32])[CH2:30][O:21][C:18]1[CH:17]=[CH:16][C:15]2[N:14]3[CH2:22][CH2:23][CH2:24][C:13]3=[C:12]([CH2:11][C@@H:10]([NH:9][C:8]([O:7][C:3]([CH3:6])([CH3:4])[CH3:5])=[O:26])[CH3:25])[C:20]=2[CH:19]=1. The catalyst class is: 148. (2) Reactant: [OH:1][C:2]1[N:6]([C:7]2[CH:12]=[CH:11][CH:10]=[CH:9][CH:8]=2)[N:5]=[C:4]([C:13]([F:16])([F:15])[F:14])[CH:3]=1.[OH-].[Na+].[CH2:19]=O.[C:21]1([S:27]([O-:29])=[O:28])[CH:26]=[CH:25][CH:24]=[CH:23][CH:22]=1.[Na+].Cl. Product: [OH:1][C:2]1[N:6]([C:7]2[CH:12]=[CH:11][CH:10]=[CH:9][CH:8]=2)[N:5]=[C:4]([C:13]([F:16])([F:15])[F:14])[C:3]=1[CH2:19][S:27]([C:21]1[CH:26]=[CH:25][CH:24]=[CH:23][CH:22]=1)(=[O:29])=[O:28]. The catalyst class is: 226. (3) Reactant: CC(C)([O-])C.[K+].[C:7]([CH:10]([CH2:16][CH:17]=[C:18]([CH3:20])[CH3:19])[C:11]([O:13][CH2:14][CH3:15])=[O:12])([CH3:9])=[CH2:8]. Product: [C:7](=[C:10]([CH2:16][CH:17]=[C:18]([CH3:19])[CH3:20])[C:11]([O:13][CH2:14][CH3:15])=[O:12])([CH3:9])[CH3:8]. The catalyst class is: 7. (4) Reactant: [Cl:1][C:2]1[CH:7]=[CH:6][C:5]([C:8]2([C:13]3[CH:14]=[C:15]4[C:20](=[N:21][CH:22]=3)[N:19]([CH3:23])[C:18](=[O:24])[CH:17]=[C:16]4[C:25]3[CH:30]=[CH:29][CH:28]=[C:27]([O:31][CH3:32])[CH:26]=3)OCC[O:9]2)=[CH:4][CH:3]=1.Cl. Product: [Cl:1][C:2]1[CH:3]=[CH:4][C:5]([C:8]([C:13]2[CH:14]=[C:15]3[C:20](=[N:21][CH:22]=2)[N:19]([CH3:23])[C:18](=[O:24])[CH:17]=[C:16]3[C:25]2[CH:30]=[CH:29][CH:28]=[C:27]([O:31][CH3:32])[CH:26]=2)=[O:9])=[CH:6][CH:7]=1. The catalyst class is: 12.